From a dataset of Reaction yield outcomes from USPTO patents with 853,638 reactions. Predict the reaction yield, written as a fraction of the theoretical maximum amount of product (1.0 means a 100% yield; for example, 0.34 means a 34% yield). (1) The reactants are [CH3:1][O:2][C:3]1[CH:4]=[C:5]([CH:12]=[CH:13][C:14]=1[N+:15]([O-:17])=[O:16])[O:6][CH2:7][C:8]([O:10]C)=[O:9].[OH-].[Na+:19]. The catalyst is CO. The product is [CH3:1][O:2][C:3]1[CH:4]=[C:5]([CH:12]=[CH:13][C:14]=1[N+:15]([O-:17])=[O:16])[O:6][CH2:7][C:8]([O-:10])=[O:9].[Na+:19]. The yield is 0.880. (2) The reactants are Cl.[Cl:2][C:3]1[CH:4]=[C:5]([C:10]2[C:15]([CH2:16][NH2:17])=[CH:14][CH:13]=[C:12]([C:18]([F:21])([F:20])[F:19])[N:11]=2)[CH:6]=[CH:7][C:8]=1[F:9].[N:22]1[CH:27]=[CH:26][CH:25]=[CH:24][C:23]=1[CH2:28][C:29](O)=[O:30].F[B-](F)(F)F.N1(OC(N(C)C)=[N+](C)C)C2C=CC=CC=2N=N1.C(N(C(C)C)C(C)C)C. The catalyst is O1CCCC1. The product is [Cl:2][C:3]1[CH:4]=[C:5]([C:10]2[C:15]([CH2:16][NH:17][C:29](=[O:30])[CH2:28][C:23]3[CH:24]=[CH:25][CH:26]=[CH:27][N:22]=3)=[CH:14][CH:13]=[C:12]([C:18]([F:20])([F:21])[F:19])[N:11]=2)[CH:6]=[CH:7][C:8]=1[F:9]. The yield is 0.580. (3) The reactants are [CH3:1][C:2]1[CH:3]=[C:4]([CH2:11][CH:12]([NH:16][C:17]([N:19]2[CH2:24][CH2:23][CH:22]([N:25]3[CH2:34][C:33]4[C:28](=[CH:29][CH:30]=[CH:31][CH:32]=4)[NH:27][C:26]3=[O:35])[CH2:21][CH2:20]2)=[O:18])[C:13](O)=[O:14])[CH:5]=[C:6]2[C:10]=1[NH:9][N:8]=[CH:7]2.[N:36]1([CH:42]2[CH2:47][CH2:46][NH:45][CH2:44][CH2:43]2)[CH2:41][CH2:40][CH2:39][CH2:38][CH2:37]1.C(N(C(C)C)CC)(C)C.C1CN([P+](ON2N=NC3C=CC=CC2=3)(N2CCCC2)N2CCCC2)CC1.F[P-](F)(F)(F)(F)F. The catalyst is CN(C)C=O.C(Cl)Cl. The product is [N:36]1([CH:42]2[CH2:47][CH2:46][N:45]([C:13](=[O:14])[CH:12]([NH:16][C:17]([N:19]3[CH2:24][CH2:23][CH:22]([N:25]4[CH2:34][C:33]5[C:28](=[CH:29][CH:30]=[CH:31][CH:32]=5)[NH:27][C:26]4=[O:35])[CH2:21][CH2:20]3)=[O:18])[CH2:11][C:4]3[CH:5]=[C:6]4[C:10](=[C:2]([CH3:1])[CH:3]=3)[NH:9][N:8]=[CH:7]4)[CH2:44][CH2:43]2)[CH2:41][CH2:40][CH2:39][CH2:38][CH2:37]1. The yield is 0.930. (4) The reactants are [CH3:1][O:2][C:3]([C:5]1[O:6][CH:7]=[CH:8][C:9]=1[NH:10]C(=O)OC(C)(C)C)=[O:4].FC(F)(F)C(O)=O. The catalyst is ClCCl. The product is [NH2:10][C:9]1[CH:8]=[CH:7][O:6][C:5]=1[C:3]([O:2][CH3:1])=[O:4]. The yield is 0.860. (5) The reactants are [CH3:1][N:2]1[C:7](=[O:8])[C:6]([NH:9][C:10]2[CH:15]=[CH:14][N:13]=[CH:12][N:11]=2)=[CH:5][C:4]([C:16]2[C:21]([CH:22]=[O:23])=[C:20]([N:24]3[CH2:35][CH2:34][N:33]4[C:26](=[CH:27][C:28]5[CH2:29][C:30]([CH3:37])([CH3:36])[CH2:31][C:32]=54)[C:25]3=[O:38])[N:19]=[CH:18][CH:17]=2)=[CH:3]1.[BH4-].[Na+]. The catalyst is CO. The product is [OH:23][CH2:22][C:21]1[C:20]([N:24]2[CH2:35][CH2:34][N:33]3[C:32]4[CH2:31][C:30]([CH3:36])([CH3:37])[CH2:29][C:28]=4[CH:27]=[C:26]3[C:25]2=[O:38])=[N:19][CH:18]=[CH:17][C:16]=1[C:4]1[CH:5]=[C:6]([NH:9][C:10]2[CH:15]=[CH:14][N:13]=[CH:12][N:11]=2)[C:7](=[O:8])[N:2]([CH3:1])[CH:3]=1. The yield is 0.420. (6) The reactants are [Cl:1][C:2]1[CH:3]=[CH:4][C:5]([C:24]([O:26]C)=O)=[C:6]2[C:10]=1[N:9]=[C:8]1[N:11]([C:15]3[C:20]([Cl:21])=[CH:19][C:18]([Cl:22])=[CH:17][C:16]=3[Cl:23])[CH2:12][CH2:13][CH2:14][N:7]21.C([NH2:30])=O.C[O-].[Na+]. The catalyst is CN(C)C=O.[Cl-].[NH4+]. The product is [Cl:1][C:2]1[CH:3]=[CH:4][C:5]([C:24]([NH2:30])=[O:26])=[C:6]2[C:10]=1[N:9]=[C:8]1[N:11]([C:15]3[C:16]([Cl:23])=[CH:17][C:18]([Cl:22])=[CH:19][C:20]=3[Cl:21])[CH2:12][CH2:13][CH2:14][N:7]21. The yield is 0.890. (7) The reactants are [CH3:1][C:2]1[O:6][N:5]=[C:4]([C:7]2[CH:12]=[CH:11][CH:10]=[CH:9][CH:8]=2)[C:3]=1[CH2:13][OH:14].Cl[C:16]1[N:21]=[C:20]([C:22]#[N:23])[CH:19]=[CH:18][CH:17]=1.[H-].[Na+].C1OCCOCCOCCOCCOCCOC1. The catalyst is C1(C)C=CC=CC=1.C(OCC)(=O)C. The product is [CH3:1][C:2]1[O:6][N:5]=[C:4]([C:7]2[CH:12]=[CH:11][CH:10]=[CH:9][CH:8]=2)[C:3]=1[CH2:13][O:14][C:16]1[N:21]=[C:20]([C:22]#[N:23])[CH:19]=[CH:18][CH:17]=1. The yield is 0.240. (8) The reactants are [F:1][C:2]([F:17])([F:16])[C:3]1[CH:8]=[CH:7][C:6](/[CH:9]=[CH:10]/[C:11](OCC)=[O:12])=[CH:5][CH:4]=1.[H-].C([Al+]CC(C)C)C(C)C. The product is [F:1][C:2]([F:16])([F:17])[C:3]1[CH:4]=[CH:5][C:6](/[CH:9]=[CH:10]/[CH2:11][OH:12])=[CH:7][CH:8]=1. The catalyst is CCOCC.CCCCCC. The yield is 0.740.